Dataset: Reaction yield outcomes from USPTO patents with 853,638 reactions. Task: Predict the reaction yield, written as a fraction of the theoretical maximum amount of product (1.0 means a 100% yield; for example, 0.34 means a 34% yield). (1) The reactants are C[N:2]([CH:4]=[N:5][C:6]1[CH2:11][CH2:10][C:9]([CH3:13])([CH3:12])[CH2:8][C:7]=1[C:14]([O:16]C)=O)C. The product is [CH3:12][C:9]1([CH3:13])[CH2:10][CH2:11][C:6]2[N:5]=[CH:4][NH:2][C:14](=[O:16])[C:7]=2[CH2:8]1. The yield is 0.900. The catalyst is N.CO. (2) The reactants are [C:1]([O:4][CH2:5][C:6]([CH2:17][O:18][Si](C(C)(C)C)(C)C)([C:12]([O:14][CH2:15][CH3:16])=[O:13])[C:7]([O:9][CH2:10][CH3:11])=[O:8])(=[O:3])[CH3:2].C([O-])(=O)C.C([NH+](CC)CC)C. The catalyst is C1COCC1. The product is [C:1]([O:4][CH2:5][C:6]([CH2:17][OH:18])([C:12]([O:14][CH2:15][CH3:16])=[O:13])[C:7]([O:9][CH2:10][CH3:11])=[O:8])(=[O:3])[CH3:2]. The yield is 0.740. (3) The reactants are [CH3:1][O:2][C:3](=[O:51])[NH:4][C@@H:5]([C:47]([CH3:50])([CH3:49])[CH3:48])[C:6](=[O:46])[NH:7][C@@H:8]([CH2:39][C:40]1[CH:45]=[CH:44][CH:43]=[CH:42][CH:41]=1)[C@@H:9]([OH:38])[CH2:10][C@H:11]([CH2:25][C:26]1[CH:31]=[CH:30][C:29]([C:32]2[CH:37]=[CH:36][CH:35]=[CH:34][N:33]=2)=[CH:28][CH:27]=1)[NH:12][C:13](=[O:24])[C@H:14]([C:20]([CH3:23])([CH3:22])[CH3:21])[NH:15][C:16](=[O:19])[O:17][CH3:18].[CH2:52]([S:54][CH2:55][CH3:56])[CH3:53].C(OOC(=O)C1C=CC=CC=1)(=O)C1C=CC=CC=1. The catalyst is C(#N)C.C(OCC)(=O)C. The product is [CH2:39]([C@H:8]([NH:7][C:6]([C@@H:5]([NH:4][C:3](=[O:51])[O:2][CH3:1])[C:47]([CH3:50])([CH3:49])[CH3:48])=[O:46])[C@@H:9]([O:38][CH:52]([S:54][CH2:55][CH3:56])[CH3:53])[CH2:10][C@@H:11]([NH:12][C:13](=[O:24])[C@H:14]([C:20]([CH3:23])([CH3:22])[CH3:21])[NH:15][C:16]([O:17][CH3:18])=[O:19])[CH2:25][C:26]1[CH:31]=[CH:30][C:29]([C:32]2[CH:37]=[CH:36][CH:35]=[CH:34][N:33]=2)=[CH:28][CH:27]=1)[C:40]1[CH:41]=[CH:42][CH:43]=[CH:44][CH:45]=1. The yield is 0.840. (4) The reactants are [Br:1][C:2]1[CH:3]=[C:4]([CH2:8][NH:9][S:10]([CH2:13][CH3:14])(=[O:12])=[O:11])[CH:5]=[N:6][CH:7]=1.[H-].[Na+].I[CH2:18][CH3:19]. The catalyst is CN(C=O)C. The product is [Br:1][C:2]1[CH:3]=[C:4]([CH2:8][N:9]([CH2:18][CH3:19])[S:10]([CH2:13][CH3:14])(=[O:11])=[O:12])[CH:5]=[N:6][CH:7]=1. The yield is 0.820. (5) The reactants are [CH3:1][C:2]1[C:16](=[O:17])[N:15]=[C:14]2[N:4]([C@@H:5]3[O:9][C@H:8]([CH2:10][OH:11])[C@@H:7]([OH:12])[C@@H:6]3[O:13]2)[CH:3]=1.[CH3:18][O:19][CH2:20][CH2:21][O:22]B([O:22][CH2:21][CH2:20][O:19][CH3:18])[O:22][CH2:21][CH2:20][O:19][CH3:18]. The catalyst is COCCO. The product is [CH3:18][O:19][CH2:20][CH2:21][O:22][C@@H:6]1[C@H:7]([OH:12])[C@@H:8]([CH2:10][OH:11])[O:9][C@H:5]1[N:4]1[CH:3]=[C:2]([CH3:1])[C:16](=[O:17])[NH:15][C:14]1=[O:13]. The yield is 0.630.